This data is from Forward reaction prediction with 1.9M reactions from USPTO patents (1976-2016). The task is: Predict the product of the given reaction. (1) Given the reactants Br[C:2](Br)=[CH:3][C:4]1[CH:9]=[CH:8][CH:7]=[CH:6][C:5]=1[NH2:10].[F:12][C:13]([F:24])([F:23])[C:14]1[CH:19]=[CH:18][C:17](B(O)O)=[CH:16][CH:15]=1.[O-]P([O-])([O-])=O.[K+].[K+].[K+].O, predict the reaction product. The product is: [F:12][C:13]([F:24])([F:23])[C:14]1[CH:19]=[CH:18][C:17]([C:2]2[NH:10][C:5]3[C:4]([CH:3]=2)=[CH:9][CH:8]=[CH:7][CH:6]=3)=[CH:16][CH:15]=1. (2) Given the reactants [CH3:1][O:2][CH:3]([O:23][CH3:24])[C:4]1[C:13]([CH2:14][N:15]2[CH2:20][CH2:19][N:18]([CH3:21])[CH2:17][C:16]2=[O:22])=[CH:12][C:11]2[CH2:10][CH2:9][CH2:8][NH:7][C:6]=2[N:5]=1.[Si](OCC1C=C2C(=NC=1C(OC)OC)N([C:49]([O:51][C:52]1[CH:57]=[CH:56][CH:55]=[CH:54][CH:53]=1)=[O:50])CCC2)(C(C)(C)C)(C)C, predict the reaction product. The product is: [CH3:1][O:2][CH:3]([O:23][CH3:24])[C:4]1[N:5]=[C:6]2[C:11]([CH2:10][CH2:9][CH2:8][N:7]2[C:49]([O:51][C:52]2[CH:57]=[CH:56][CH:55]=[CH:54][CH:53]=2)=[O:50])=[CH:12][C:13]=1[CH2:14][N:15]1[CH2:20][CH2:19][N:18]([CH3:21])[CH2:17][C:16]1=[O:22]. (3) Given the reactants C1(P(C2C=CC=CC=2)C2C=CC=CC=2)C=CC=CC=1.Br[C:21]([Br:24])(Br)Br.[CH2:25]([O:32][C:33](=[O:39])[NH:34][C@@H:35](C)[CH2:36]O)[C:26]1[CH:31]=[CH:30][CH:29]=[CH:28][CH:27]=1, predict the reaction product. The product is: [CH2:25]([O:32][C:33](=[O:39])[NH:34][C@@H:35]([CH3:36])[CH2:21][Br:24])[C:26]1[CH:31]=[CH:30][CH:29]=[CH:28][CH:27]=1. (4) Given the reactants [NH2:1][C:2]1[CH:3]=[C:4]([C:8]2[N:13]=[C:12]3[S:14][C:15]([NH:17][C:18](=[O:20])[CH3:19])=[N:16][C:11]3=[CH:10][CH:9]=2)[CH:5]=[CH:6][CH:7]=1.N1C=CC=CC=1.[CH3:27][O:28][C:29]1[CH:34]=[CH:33][C:32]([S:35](Cl)(=[O:37])=[O:36])=[CH:31][CH:30]=1.CCOCC, predict the reaction product. The product is: [CH3:27][O:28][C:29]1[CH:30]=[CH:31][C:32]([S:35]([NH:1][C:2]2[CH:3]=[C:4]([C:8]3[N:13]=[C:12]4[S:14][C:15]([NH:17][C:18](=[O:20])[CH3:19])=[N:16][C:11]4=[CH:10][CH:9]=3)[CH:5]=[CH:6][CH:7]=2)(=[O:37])=[O:36])=[CH:33][CH:34]=1. (5) Given the reactants [NH2:1][C:2]1[CH:20]=[CH:19][C:5]([O:6][CH:7]2[C:13](=[O:14])[NH:12][C:11]3[CH:15]=[CH:16][CH:17]=[CH:18][C:10]=3[CH2:9][CH2:8]2)=[CH:4][C:3]=1[O:21][CH2:22][C:23]1[CH:28]=[CH:27][CH:26]=[CH:25][CH:24]=1.[C:29]([O:33][CH2:34][CH3:35])(=[O:32])[CH:30]=O.[BH3-]C#N.[Na+], predict the reaction product. The product is: [CH2:34]([O:33][C:29](=[O:32])[CH2:30][NH:1][C:2]1[CH:20]=[CH:19][C:5]([O:6][CH:7]2[C:13](=[O:14])[NH:12][C:11]3=[CH:15][CH:16]=[CH:17][CH2:18][C:10]3=[CH:9][CH2:8]2)=[CH:4][C:3]=1[O:21][CH2:22][C:23]1[CH:28]=[CH:27][CH:26]=[CH:25][CH:24]=1)[CH3:35]. (6) The product is: [C:22]([NH:26][S:27]([C:30]1[S:31][C:32]([C:17]2[CH:16]=[C:15]([C:10]3[N:9]=[C:8]([C:5]4[CH:6]=[CH:7][C:2]([Cl:1])=[CH:3][CH:4]=4)[CH:13]=[C:12]([CH3:14])[N:11]=3)[CH:20]=[CH:19][N:18]=2)=[CH:33][CH:34]=1)(=[O:28])=[O:29])([CH3:25])([CH3:23])[CH3:24]. Given the reactants [Cl:1][C:2]1[CH:7]=[CH:6][C:5]([C:8]2[CH:13]=[C:12]([CH3:14])[N:11]=[C:10]([C:15]3[CH:20]=[CH:19][N:18]=[C:17](Cl)[CH:16]=3)[N:9]=2)=[CH:4][CH:3]=1.[C:22]([NH:26][S:27]([C:30]1[S:31][C:32](B2OC(C)(C)C(C)(C)O2)=[CH:33][CH:34]=1)(=[O:29])=[O:28])([CH3:25])([CH3:24])[CH3:23], predict the reaction product. (7) The product is: [Cl:1][C:2]1[CH:3]=[C:4]([C:9]2[CH2:13][C:12]([CH2:19][OH:20])([C:14]([OH:16])=[O:15])[O:11][N:10]=2)[CH:5]=[C:6]([Cl:8])[CH:7]=1. Given the reactants [Cl:1][C:2]1[CH:3]=[C:4]([C:9]2[CH2:13][C:12]([CH2:19][OH:20])([C:14]([O:16]CC)=[O:15])[O:11][N:10]=2)[CH:5]=[C:6]([Cl:8])[CH:7]=1.[OH-].[Na+], predict the reaction product. (8) Given the reactants Br[C:2]1[CH:7]=[C:6]([CH3:8])[C:5]([O:9][CH3:10])=[C:4]([CH3:11])[CH:3]=1.CCCCCC.C([O:22][B:23](OCCCC)[O:24]CCCC)CCC, predict the reaction product. The product is: [CH3:11][C:4]1[CH:3]=[C:2]([B:23]([OH:24])[OH:22])[CH:7]=[C:6]([CH3:8])[C:5]=1[O:9][CH3:10]. (9) Given the reactants C([O:3][C:4]([C:6]1[CH:14]=[CH:13][C:9]2[N:10]=[CH:11][NH:12][C:8]=2[CH:7]=1)=O)C.CC(C[AlH]CC(C)C)C, predict the reaction product. The product is: [OH:3][CH2:4][C:6]1[CH:14]=[CH:13][C:9]2[N:10]=[CH:11][NH:12][C:8]=2[CH:7]=1. (10) Given the reactants [O:1]=[C:2]([CH3:10])[CH2:3][C:4]([O:6][CH:7]([CH3:9])[CH3:8])=[O:5].CO[CH:13](OC)[N:14]([CH3:16])[CH3:15], predict the reaction product. The product is: [CH3:13][N:14]([CH:16]=[C:3]([C:2](=[O:1])[CH3:10])[C:4]([O:6][CH:7]([CH3:9])[CH3:8])=[O:5])[CH3:15].